From a dataset of Forward reaction prediction with 1.9M reactions from USPTO patents (1976-2016). Predict the product of the given reaction. Given the reactants Br[C:2]1[CH:11]=[N:10][C:9]2[C:8]([N:12]3[CH2:17][CH2:16][O:15][CH2:14][CH2:13]3)=[N:7][C:6]([Cl:18])=[N:5][C:4]=2[CH:3]=1.[CH:19]([C:21]1[O:25][C:24](B(O)O)=[CH:23][CH:22]=1)=[O:20].C(=O)([O-])[O-].[Na+].[Na+].C1(C)C=CC=CC=1, predict the reaction product. The product is: [Cl:18][C:6]1[N:7]=[C:8]([N:12]2[CH2:17][CH2:16][O:15][CH2:14][CH2:13]2)[C:9]2[N:10]=[CH:11][C:2]([C:24]3[O:25][C:21]([CH:19]=[O:20])=[CH:22][CH:23]=3)=[CH:3][C:4]=2[N:5]=1.